The task is: Predict which catalyst facilitates the given reaction.. This data is from Catalyst prediction with 721,799 reactions and 888 catalyst types from USPTO. (1) Reactant: C(#N)C.[Cl:4][C:5]1[CH:6]=[CH:7][C:8]2[N:14]3[CH:15]=[CH:16][CH:17]=[C:13]3[C@@H:12]([CH2:18][C:19]([N:21]3[CH2:26][CH2:25][CH:24]([CH2:27][C:28]([O:30][CH3:31])=[O:29])[CH2:23][CH2:22]3)=[O:20])[O:11][C@H:10]([C:32]3[CH:37]=[CH:36][CH:35]=[C:34]([O:38][CH3:39])[C:33]=3[O:40][CH3:41])[C:9]=2[CH:42]=1.ClS([N:47]=[C:48]=[O:49])(=O)=O.C(=O)([O-])O.[Na+]. Product: [NH2:47][C:48]([C:15]1[N:14]2[C:8]3[CH:7]=[CH:6][C:5]([Cl:4])=[CH:42][C:9]=3[C@@H:10]([C:32]3[CH:37]=[CH:36][CH:35]=[C:34]([O:38][CH3:39])[C:33]=3[O:40][CH3:41])[O:11][C@H:12]([CH2:18][C:19]([N:21]3[CH2:26][CH2:25][CH:24]([CH2:27][C:28]([O:30][CH3:31])=[O:29])[CH2:23][CH2:22]3)=[O:20])[C:13]2=[CH:17][CH:16]=1)=[O:49]. The catalyst class is: 9. (2) The catalyst class is: 2. Product: [C:1]12([C:11](=[O:23])[CH2:12][S:13]([CH2:15][C:16]3[CH:17]=[CH:18][C:19]([Cl:22])=[CH:20][CH:21]=3)(=[O:32])=[O:14])[CH2:8][CH:7]3[CH2:9][CH:3]([CH2:4][CH:5]([CH2:6]3)[CH2:10]1)[CH2:2]2. Reactant: [C:1]12([C:11](=[O:23])[CH2:12][S:13]([CH2:15][C:16]3[CH:21]=[CH:20][C:19]([Cl:22])=[CH:18][CH:17]=3)=[O:14])[CH2:10][CH:5]3[CH2:6][CH:7]([CH2:9][CH:3]([CH2:4]3)[CH2:2]1)[CH2:8]2.C1C=C(Cl)C=C(C(OO)=[O:32])C=1. (3) Reactant: Br[C:2]1[CH:3]=[C:4]([C:7]2[CH:12]=[CH:11][CH:10]=[C:9]([O:13][CH3:14])[CH:8]=2)[S:5][CH:6]=1.[CH3:15][O:16][C:17]1[CH:22]=[CH:21][C:20](B(O)O)=[CH:19][CH:18]=1. Product: [CH3:15][O:16][C:17]1[CH:22]=[CH:21][C:20]([C:2]2[CH:3]=[C:4]([C:7]3[CH:12]=[CH:11][CH:10]=[C:9]([O:13][CH3:14])[CH:8]=3)[S:5][CH:6]=2)=[CH:19][CH:18]=1. The catalyst class is: 195.